From a dataset of Reaction yield outcomes from USPTO patents with 853,638 reactions. Predict the reaction yield, written as a fraction of the theoretical maximum amount of product (1.0 means a 100% yield; for example, 0.34 means a 34% yield). (1) The reactants are C([O:3][C:4]([CH:6]1[CH2:11][CH2:10][N:9]([CH3:12])[CH2:8][CH2:7]1)=O)C.[H-].[H-].[H-].[H-].[Li+].[Al+3]. The catalyst is C1COCC1. The product is [CH3:12][N:9]1[CH2:10][CH2:11][CH:6]([CH2:4][OH:3])[CH2:7][CH2:8]1. The yield is 0.730. (2) The reactants are [CH2:1]([O:3][C:4](=[O:12])[C:5]1[CH:10]=[CH:9][CH:8]=[C:7](I)[CH:6]=1)[CH3:2].[CH3:13][O:14][C:15]1[CH:16]=[CH:17][C:18]2[S:22][C:21](B(O)O)=[CH:20][C:19]=2[CH:26]=1.C(=O)([O-])[O-].[Na+].[Na+]. The catalyst is C1C=CC([P]([Pd]([P](C2C=CC=CC=2)(C2C=CC=CC=2)C2C=CC=CC=2)([P](C2C=CC=CC=2)(C2C=CC=CC=2)C2C=CC=CC=2)[P](C2C=CC=CC=2)(C2C=CC=CC=2)C2C=CC=CC=2)(C2C=CC=CC=2)C2C=CC=CC=2)=CC=1.C1(C)C=CC=CC=1. The product is [CH3:13][O:14][C:15]1[CH:16]=[CH:17][C:18]2[S:22][C:21]([C:7]3[CH:6]=[C:5]([CH:10]=[CH:9][CH:8]=3)[C:4]([O:3][CH2:1][CH3:2])=[O:12])=[CH:20][C:19]=2[CH:26]=1. The yield is 0.0740. (3) The reactants are [C:1]([BH3-])#[N:2].[Na+].[CH2:5]=O.[Cl:7][C:8]1[N:9]=[CH:10][N:11]([C:13]2[CH:18]=[CH:17][C:16]([NH:19][C:20]3[S:21][C:22]4[CH2:28][CH:27](N)[CH2:26][CH:25]([C:30]5[CH:35]=[CH:34][C:33]([F:36])=[CH:32][CH:31]=5)[C:23]=4[N:24]=3)=[CH:15][C:14]=2[O:37][CH3:38])[CH:12]=1. The catalyst is CO. The product is [Cl:7][C:8]1[N:9]=[CH:10][N:11]([C:13]2[CH:18]=[CH:17][C:16]([NH:19][C:20]3[S:21][C:22]4[CH2:28][CH:27]([N:2]([CH3:1])[CH3:5])[CH2:26][CH:25]([C:30]5[CH:35]=[CH:34][C:33]([F:36])=[CH:32][CH:31]=5)[C:23]=4[N:24]=3)=[CH:15][C:14]=2[O:37][CH3:38])[CH:12]=1. The yield is 0.470. (4) The reactants are [CH:1]([C:4]1[CH:9]=[CH:8][C:7]([CH:10]2[C:14]3[C:15]([CH3:22])=[C:16]([OH:21])[C:17]([CH3:20])=[C:18]([CH3:19])[C:13]=3[O:12][C:11]2([CH3:24])[CH3:23])=[CH:6][CH:5]=1)([CH3:3])[CH3:2].Cl.Cl[CH2:27][C:28]1[CH:33]=[CH:32][CH:31]=[CH:30][N:29]=1. No catalyst specified. The product is [CH:1]([C:4]1[CH:9]=[CH:8][C:7]([CH:10]2[C:14]3[C:15]([CH3:22])=[C:16]([O:21][CH2:27][C:28]4[CH:33]=[CH:32][CH:31]=[CH:30][N:29]=4)[C:17]([CH3:20])=[C:18]([CH3:19])[C:13]=3[O:12][C:11]2([CH3:24])[CH3:23])=[CH:6][CH:5]=1)([CH3:3])[CH3:2]. The yield is 0.170. (5) The reactants are [S:1]1[CH2:7][C:5](=[O:6])[N:4]([CH2:8][C:9]([OH:11])=[O:10])[C:2]1=[S:3].[C:12]1([CH:18]([O:23][C:24]2[CH:25]=[C:26]([CH:29]=[CH:30][C:31]=2[O:32][CH2:33][CH2:34][C:35]2[CH:40]=[CH:39][CH:38]=[CH:37][CH:36]=2)[CH:27]=O)[C:19]([F:22])([F:21])[F:20])[CH:17]=[CH:16][CH:15]=[CH:14][CH:13]=1.C([O-])(=O)C.[Na+]. The catalyst is C(O)(=O)C.C(OCC)(=O)C. The product is [C:12]1([CH:18]([O:23][C:24]2[CH:25]=[C:26]([CH:27]=[C:7]3[S:1][C:2](=[S:3])[N:4]([CH2:8][C:9]([OH:11])=[O:10])[C:5]3=[O:6])[CH:29]=[CH:30][C:31]=2[O:32][CH2:33][CH2:34][C:35]2[CH:40]=[CH:39][CH:38]=[CH:37][CH:36]=2)[C:19]([F:22])([F:21])[F:20])[CH:17]=[CH:16][CH:15]=[CH:14][CH:13]=1. The yield is 0.410. (6) The reactants are [F:1][C:2]1[CH:3]=[C:4]([C:9]2[CH2:10][CH2:11][O:12][CH2:13][CH:14]=2)[CH:5]=[C:6]([F:8])[CH:7]=1. The yield is 0.710. The product is [F:1][C:2]1[CH:3]=[C:4]([CH:9]2[CH2:10][CH2:11][O:12][CH2:13][CH2:14]2)[CH:5]=[C:6]([F:8])[CH:7]=1. The catalyst is CO.[Pd]. (7) The reactants are OO.FC(F)(F)C(OC(=O)C(F)(F)F)=[O:6].[CH3:16][O:17][C:18]1[CH:19]=[CH:20][C:21]2[N+:26]([O-:27])=[N:25][C:24]([NH:28][CH2:29][CH2:30][N:31]([CH3:33])[CH3:32])=[N:23][C:22]=2[CH:34]=1.FC(F)(F)C(O)=O. The catalyst is C(Cl)Cl.C(Cl)(Cl)Cl.N. The product is [CH3:16][O:17][C:18]1[CH:19]=[CH:20][C:21]2[N+:26]([O-:27])=[N:25][C:24]([NH:28][CH2:29][CH2:30][N:31]([CH3:33])[CH3:32])=[N+:23]([O-:6])[C:22]=2[CH:34]=1. The yield is 0.670.